This data is from Catalyst prediction with 721,799 reactions and 888 catalyst types from USPTO. The task is: Predict which catalyst facilitates the given reaction. Reactant: [BH4-].[Na+].CO.[CH3:5][O:6][C:7](=[O:32])[CH2:8][O:9][CH2:10][C:11]#[C:12][CH2:13][N:14]1[C@@H:19]([CH2:20][CH2:21][C:22](=[O:30])[CH2:23][C:24]2[CH:29]=[CH:28][CH:27]=[CH:26][CH:25]=2)[CH2:18][CH2:17][CH2:16][C:15]1=[O:31]. Product: [CH3:5][O:6][C:7](=[O:32])[CH2:8][O:9][CH2:10][C:11]#[C:12][CH2:13][N:14]1[C:15](=[O:31])[CH2:16][CH2:17][CH2:18][C@@H:19]1[CH2:20][CH2:21][CH:22]([OH:30])[CH2:23][C:24]1[CH:29]=[CH:28][CH:27]=[CH:26][CH:25]=1.[OH:6][CH2:7][CH2:8][O:9][CH2:10][C:11]#[C:12][CH2:13][N:14]1[C@@H:19]([CH2:20][CH2:21][CH:22]([OH:30])[CH2:23][C:24]2[CH:25]=[CH:26][CH:27]=[CH:28][CH:29]=2)[CH2:18][CH2:17][CH2:16][C:15]1=[O:31]. The catalyst class is: 2.